Task: Regression. Given two drug SMILES strings and cell line genomic features, predict the synergy score measuring deviation from expected non-interaction effect.. Dataset: NCI-60 drug combinations with 297,098 pairs across 59 cell lines (1) Drug 1: COC1=NC(=NC2=C1N=CN2C3C(C(C(O3)CO)O)O)N. Drug 2: C1=NC2=C(N=C(N=C2N1C3C(C(C(O3)CO)O)F)Cl)N. Cell line: KM12. Synergy scores: CSS=-0.172, Synergy_ZIP=-0.285, Synergy_Bliss=-2.56, Synergy_Loewe=-13.8, Synergy_HSA=-3.80. (2) Drug 1: CC1CCC2CC(C(=CC=CC=CC(CC(C(=O)C(C(C(=CC(C(=O)CC(OC(=O)C3CCCCN3C(=O)C(=O)C1(O2)O)C(C)CC4CCC(C(C4)OC)OCCO)C)C)O)OC)C)C)C)OC. Synergy scores: CSS=18.6, Synergy_ZIP=-3.25, Synergy_Bliss=-3.86, Synergy_Loewe=-37.7, Synergy_HSA=-5.07. Drug 2: C(CN)CNCCSP(=O)(O)O. Cell line: NCIH23. (3) Drug 1: C1CN(P(=O)(OC1)NCCCl)CCCl. Drug 2: CC1C(C(CC(O1)OC2CC(CC3=C2C(=C4C(=C3O)C(=O)C5=C(C4=O)C(=CC=C5)OC)O)(C(=O)CO)O)N)O.Cl. Cell line: SR. Synergy scores: CSS=41.4, Synergy_ZIP=-1.55, Synergy_Bliss=-4.18, Synergy_Loewe=-33.3, Synergy_HSA=-4.54. (4) Drug 1: C1=CC=C(C=C1)NC(=O)CCCCCCC(=O)NO. Drug 2: C1CNP(=O)(OC1)N(CCCl)CCCl. Cell line: CAKI-1. Synergy scores: CSS=15.6, Synergy_ZIP=-2.43, Synergy_Bliss=1.24, Synergy_Loewe=-9.61, Synergy_HSA=-3.00.